This data is from Reaction yield outcomes from USPTO patents with 853,638 reactions. The task is: Predict the reaction yield, written as a fraction of the theoretical maximum amount of product (1.0 means a 100% yield; for example, 0.34 means a 34% yield). (1) The reactants are CC(OC(/N=N/C(OC(C)C)=O)=O)C.[C:15]1([CH:21](O)[CH2:22][CH:23]=[CH2:24])[CH:20]=[CH:19][CH:18]=[CH:17][CH:16]=1.C1C=CC(P(C2C=CC=CC=2)C2C=CC=CC=2)=CC=1.[CH3:45][NH:46][S:47]([C:50]1[CH:55]=[CH:54][CH:53]=[CH:52][CH:51]=1)(=[O:49])=[O:48]. The catalyst is C1COCC1.CCOCC.O. The product is [CH3:45][N:46]([CH:21]([C:15]1[CH:20]=[CH:19][CH:18]=[CH:17][CH:16]=1)[CH2:22][CH:23]=[CH2:24])[S:47]([C:50]1[CH:51]=[CH:52][CH:53]=[CH:54][CH:55]=1)(=[O:48])=[O:49]. The yield is 0.790. (2) The reactants are [Br:1][C:2]1[CH:3]=[C:4]([C:8]2[CH:31]=[C:11]3[C:12](OS(C(F)(F)F)(=O)=O)=[C:13]([C:17](=[O:22])[C:18]([O:20][CH3:21])=[O:19])[C:14]([CH3:16])=[CH:15][N:10]3[N:9]=2)[CH:5]=[CH:6][CH:7]=1.CCN(C(C)C)C(C)C.[CH2:41]([O:44][C:45]1([CH3:51])[CH2:50][CH2:49][NH:48][CH2:47][CH2:46]1)[CH:42]=[CH2:43]. The catalyst is C(Cl)Cl. The product is [CH2:41]([O:44][C:45]1([CH3:51])[CH2:46][CH2:47][N:48]([C:12]2[C:11]3[N:10]([N:9]=[C:8]([C:4]4[CH:5]=[CH:6][CH:7]=[C:2]([Br:1])[CH:3]=4)[CH:31]=3)[CH:15]=[C:14]([CH3:16])[C:13]=2[C:17](=[O:22])[C:18]([O:20][CH3:21])=[O:19])[CH2:49][CH2:50]1)[CH:42]=[CH2:43]. The yield is 0.643. (3) The yield is 0.300. The product is [CH3:4][C:3]([C:6]1[CH:7]=[CH:8][C:9]([NH:12][C:13](=[O:24])[C:14]2[CH:19]=[CH:18][C:17]([O:20][CH3:21])=[C:16]([O:22][CH3:23])[CH:15]=2)=[CH:10][CH:11]=1)([CH3:5])[CH2:2][NH:1][C:27](=[O:28])[C:26]([F:37])([F:36])[F:25]. The reactants are [NH2:1][CH2:2][C:3]([C:6]1[CH:11]=[CH:10][C:9]([NH:12][C:13](=[O:24])[C:14]2[CH:19]=[CH:18][C:17]([O:20][CH3:21])=[C:16]([O:22][CH3:23])[CH:15]=2)=[CH:8][CH:7]=1)([CH3:5])[CH3:4].[F:25][C:26]([F:37])([F:36])[C:27](O[C:27](=[O:28])[C:26]([F:37])([F:36])[F:25])=[O:28]. The catalyst is C(Cl)Cl. (4) The reactants are [F:1][C:2]1[CH:7]=[CH:6][C:5]([N:8]2[CH:13]=[CH:12][CH:11]=[C:10]([C:14]([O:16]C)=[O:15])[C:9]2=[O:18])=[C:4]([CH3:19])[CH:3]=1.[OH-].[Na+].Cl. The product is [F:1][C:2]1[CH:7]=[CH:6][C:5]([N:8]2[CH:13]=[CH:12][CH:11]=[C:10]([C:14]([OH:16])=[O:15])[C:9]2=[O:18])=[C:4]([CH3:19])[CH:3]=1. The yield is 0.850. The catalyst is CO.